Dataset: Forward reaction prediction with 1.9M reactions from USPTO patents (1976-2016). Task: Predict the product of the given reaction. (1) Given the reactants [CH2:1]([NH2:4])[CH:2]=[CH2:3].[CH3:5]C(O)=O.[CH2:9]([S:11]([N:14]1[CH2:19][CH2:18][CH:17]([C:20]2[C:28]3[C:23](=[C:24]([C:36]([NH2:38])=[O:37])[CH:25]=[C:26]([C:29]4[CH:33]=[C:32]([CH:34]=O)[S:31][CH:30]=4)[CH:27]=3)[NH:22][CH:21]=2)[CH2:16][CH2:15]1)(=[O:13])=[O:12])[CH3:10].[BH-](OC(C)=O)(OC(C)=O)OC(C)=O.[Na+].[BH3-]C#N.[Na+].C=O, predict the reaction product. The product is: [CH2:9]([S:11]([N:14]1[CH2:19][CH2:18][CH:17]([C:20]2[C:28]3[C:23](=[C:24]([C:36]([NH2:38])=[O:37])[CH:25]=[C:26]([C:29]4[CH:33]=[C:32]([CH2:34][N:4]([CH3:5])[CH2:1][CH:2]=[CH2:3])[S:31][CH:30]=4)[CH:27]=3)[NH:22][CH:21]=2)[CH2:16][CH2:15]1)(=[O:13])=[O:12])[CH3:10]. (2) Given the reactants [CH3:1][C:2]1[CH:11]=[C:10]([CH3:12])[CH:9]=[CH:8][C:3]=1[C:4]([O:6][CH3:7])=[O:5].[Al].[Br:14]Br, predict the reaction product. The product is: [Br:14][C:9]1[C:10]([CH3:12])=[CH:11][C:2]([CH3:1])=[C:3]([CH:8]=1)[C:4]([O:6][CH3:7])=[O:5]. (3) Given the reactants Br.[NH2:2][C:3]1[S:4][C:5]2[C:11](=[O:12])[CH2:10][C:9]([CH3:14])([CH3:13])[CH2:8][C:6]=2[N:7]=1.[Cl:15][C:16]1[CH:21]=[C:20]([Cl:22])[CH:19]=[C:18]([CH3:23])[C:17]=1[S:24](Cl)(=[O:26])=[O:25], predict the reaction product. The product is: [Cl:15][C:16]1[CH:21]=[C:20]([Cl:22])[CH:19]=[C:18]([CH3:23])[C:17]=1[S:24]([NH:2][C:3]1[S:4][C:5]2[C:11](=[O:12])[CH2:10][C:9]([CH3:14])([CH3:13])[CH2:8][C:6]=2[N:7]=1)(=[O:26])=[O:25].